Dataset: NCI-60 drug combinations with 297,098 pairs across 59 cell lines. Task: Regression. Given two drug SMILES strings and cell line genomic features, predict the synergy score measuring deviation from expected non-interaction effect. (1) Drug 1: CC12CCC(CC1=CCC3C2CCC4(C3CC=C4C5=CN=CC=C5)C)O. Drug 2: CC1=CC2C(CCC3(C2CCC3(C(=O)C)OC(=O)C)C)C4(C1=CC(=O)CC4)C. Cell line: SF-295. Synergy scores: CSS=4.76, Synergy_ZIP=-0.889, Synergy_Bliss=4.51, Synergy_Loewe=-3.38, Synergy_HSA=1.80. (2) Drug 1: CC1C(C(CC(O1)OC2CC(CC3=C2C(=C4C(=C3O)C(=O)C5=C(C4=O)C(=CC=C5)OC)O)(C(=O)C)O)N)O.Cl. Synergy scores: CSS=42.6, Synergy_ZIP=2.82, Synergy_Bliss=3.60, Synergy_Loewe=-10.9, Synergy_HSA=5.91. Cell line: NCI-H460. Drug 2: C1=CC(=CC=C1CCCC(=O)O)N(CCCl)CCCl. (3) Drug 1: C1=C(C(=O)NC(=O)N1)F. Drug 2: CC1=CC=C(C=C1)C2=CC(=NN2C3=CC=C(C=C3)S(=O)(=O)N)C(F)(F)F. Cell line: COLO 205. Synergy scores: CSS=54.0, Synergy_ZIP=-5.49, Synergy_Bliss=-12.1, Synergy_Loewe=-14.2, Synergy_HSA=-12.3. (4) Drug 1: CN(C)C1=NC(=NC(=N1)N(C)C)N(C)C. Drug 2: C1=CC(=CC=C1CCCC(=O)O)N(CCCl)CCCl. Cell line: A549. Synergy scores: CSS=19.6, Synergy_ZIP=-2.93, Synergy_Bliss=-1.16, Synergy_Loewe=-20.7, Synergy_HSA=-4.31. (5) Drug 1: CN(CC1=CN=C2C(=N1)C(=NC(=N2)N)N)C3=CC=C(C=C3)C(=O)NC(CCC(=O)O)C(=O)O. Drug 2: CC1CC(C(C(C=C(C(C(C=CC=C(C(=O)NC2=CC(=O)C(=C(C1)C2=O)OC)C)OC)OC(=O)N)C)C)O)OC. Cell line: NCI-H460. Synergy scores: CSS=51.4, Synergy_ZIP=-1.78, Synergy_Bliss=-5.39, Synergy_Loewe=-8.95, Synergy_HSA=-3.60.